From a dataset of Full USPTO retrosynthesis dataset with 1.9M reactions from patents (1976-2016). Predict the reactants needed to synthesize the given product. (1) Given the product [Br:1][C:2]1[CH:7]=[N:6][C:5]([C:12]#[C:11][CH2:10][CH2:9][N:13]2[CH:17]=[CH:16][N:15]=[N:14]2)=[CH:4][N:3]=1, predict the reactants needed to synthesize it. The reactants are: [Br:1][C:2]1[CH:7]=[N:6][C:5](I)=[CH:4][N:3]=1.[CH2:9]([N:13]1[CH:17]=[CH:16][N:15]=[N:14]1)[CH2:10][C:11]#[CH:12].C(N(CC)CC)C.ClCCl. (2) Given the product [CH3:1][N:2]1[C:3]2[CH:11]=[CH:10][C:6]([C:7]([OH:9])=[O:8])=[CH:5][C:4]=2[N:12]=[CH:17]1, predict the reactants needed to synthesize it. The reactants are: [CH3:1][NH:2][C:3]1[CH:11]=[CH:10][C:6]([C:7]([OH:9])=[O:8])=[CH:5][C:4]=1[N+:12]([O-])=O.[H][H].[CH3:17]N(C=O)C. (3) Given the product [OH:1][C@H:2]([CH2:12][NH:13][S:14]([C:17]1[CH:22]=[CH:21][CH:20]=[CH:19][N:18]=1)(=[O:16])=[O:15])[CH2:3][NH:4][C:46](=[O:75])[O:47][C@H:48]([CH2:53][N:54]1[C:58]2[CH:59]=[C:60]([Cl:64])[C:61]([Cl:63])=[CH:62][C:57]=2[N:56]=[CH:55]1)[C:49]([CH3:50])([CH3:51])[CH3:52], predict the reactants needed to synthesize it. The reactants are: [OH:1][C@H:2]([CH2:12][NH:13][S:14]([C:17]1[CH:22]=[CH:21][CH:20]=[CH:19][N:18]=1)(=[O:16])=[O:15])[CH2:3][NH:4]C(=O)OC(C)(C)C.O[C@@H](CNS(C1C=CC=CN=1)(=O)=O)CNC(=O)OC(C)(C)C.Cl.[C:46](=[O:75])(OC1C=CC([N+]([O-])=O)=CC=1)[O:47][C@H:48]([CH2:53][N:54]1[C:58]2[CH:59]=[C:60]([Cl:64])[C:61]([Cl:63])=[CH:62][C:57]=2[N:56]=[CH:55]1)[C:49]([CH3:52])([CH3:51])[CH3:50].C(N(C(C)C)CC)(C)C.